From a dataset of NCI-60 drug combinations with 297,098 pairs across 59 cell lines. Regression. Given two drug SMILES strings and cell line genomic features, predict the synergy score measuring deviation from expected non-interaction effect. (1) Drug 1: CCCCCOC(=O)NC1=NC(=O)N(C=C1F)C2C(C(C(O2)C)O)O. Drug 2: CC=C1C(=O)NC(C(=O)OC2CC(=O)NC(C(=O)NC(CSSCCC=C2)C(=O)N1)C(C)C)C(C)C. Cell line: ACHN. Synergy scores: CSS=20.9, Synergy_ZIP=-3.07, Synergy_Bliss=0.683, Synergy_Loewe=-92.1, Synergy_HSA=-1.46. (2) Drug 1: CC1C(C(=O)NC(C(=O)N2CCCC2C(=O)N(CC(=O)N(C(C(=O)O1)C(C)C)C)C)C(C)C)NC(=O)C3=C4C(=C(C=C3)C)OC5=C(C(=O)C(=C(C5=N4)C(=O)NC6C(OC(=O)C(N(C(=O)CN(C(=O)C7CCCN7C(=O)C(NC6=O)C(C)C)C)C)C(C)C)C)N)C. Drug 2: C(CN)CNCCSP(=O)(O)O. Cell line: A498. Synergy scores: CSS=4.72, Synergy_ZIP=-4.37, Synergy_Bliss=-7.24, Synergy_Loewe=-36.7, Synergy_HSA=-9.11.